From a dataset of Full USPTO retrosynthesis dataset with 1.9M reactions from patents (1976-2016). Predict the reactants needed to synthesize the given product. (1) Given the product [F:1][C:2]1[CH:3]=[CH:4][C:5]([C:8]([C:10]2[CH:15]=[CH:14][C:13]([O:16][CH2:17][CH2:18][O:19][CH:21]3[CH2:22][CH2:23][CH2:24][CH2:25][O:20]3)=[CH:12][CH:11]=2)=[O:9])=[CH:6][CH:7]=1, predict the reactants needed to synthesize it. The reactants are: [F:1][C:2]1[CH:7]=[CH:6][C:5]([C:8]([C:10]2[CH:15]=[CH:14][C:13]([O:16][CH2:17][CH2:18][OH:19])=[CH:12][CH:11]=2)=[O:9])=[CH:4][CH:3]=1.[O:20]1[CH:25]=[CH:24][CH2:23][CH2:22][CH2:21]1.C1(C)C=CC(S(O)(=O)=O)=CC=1. (2) Given the product [OH:17][CH:14]([C:6]1[N:5]=[C:9]2[CH:10]=[CH:11][CH:12]=[CH:13][N:8]2[CH:7]=1)[C:15]([O:3][CH3:1])=[O:23], predict the reactants needed to synthesize it. The reactants are: [C:1](Cl)(=[O:3])C.[N:5]1[C:6]([CH:14]([O:17][Si](C)(C)C)[C:15]#N)=[CH:7][N:8]2[CH:13]=[CH:12][CH:11]=[CH:10][C:9]=12.C[OH:23]. (3) Given the product [Cl:35][C:27]1[CH:28]=[C:29]([Cl:34])[C:30]([O:32][CH3:33])=[CH:31][C:26]=1[NH:19][C:11]1[C:10]2[C:15](=[CH:16][C:7]([C:43]#[C:42][CH2:41][CH2:40][N:44]3[CH2:45][CH2:46][N:47]([CH3:50])[CH2:48][CH2:49]3)=[C:8]([O:36][CH3:37])[CH:9]=2)[N:14]=[CH:13][C:12]=1[C:17]#[N:18], predict the reactants needed to synthesize it. The reactants are: FC(F)(F)S(O[C:7]1[CH:16]=[C:15]2[C:10]([C:11]([N:19]([C:26]3[CH:31]=[C:30]([O:32][CH3:33])[C:29]([Cl:34])=[CH:28][C:27]=3[Cl:35])C3C=CC=CC=3)=[C:12]([C:17]#[N:18])[CH:13]=[N:14]2)=[CH:9][C:8]=1[O:36][CH3:37])(=O)=O.[CH2:40]([N:44]1[CH2:49][CH2:48][N:47]([CH3:50])[CH2:46][CH2:45]1)[CH2:41][C:42]#[CH:43].C(=O)([O-])[O-].[K+].[K+].C1(P(C2C=CC=CC=2)C2C=CC=CC=2)C=CC=CC=1. (4) The reactants are: [CH3:1][O:2][C:3]1[C:4]([NH:14][C:15](=[O:19])OCC)=[N:5][C:6]2[C:11]([N:12]=1)=[CH:10][C:9]([CH3:13])=[CH:8][CH:7]=2.[CH3:20][C:21]1[CH:26]=[CH:25][CH:24]=[C:23]([CH3:27])[C:22]=1[N:28]1[CH2:33][CH2:32][NH:31][CH2:30][CH2:29]1. Given the product [CH3:1][O:2][C:3]1[C:4]([NH:14][C:15]([N:31]2[CH2:32][CH2:33][N:28]([C:22]3[C:23]([CH3:27])=[CH:24][CH:25]=[CH:26][C:21]=3[CH3:20])[CH2:29][CH2:30]2)=[O:19])=[N:5][C:6]2[C:11]([N:12]=1)=[CH:10][C:9]([CH3:13])=[CH:8][CH:7]=2, predict the reactants needed to synthesize it. (5) Given the product [CH:32]1([C:30]([N:28]2[CH2:29][C:26]([C:3]3[CH:2]=[CH:7][C:6]([C:8]4[CH2:12][C:11]([C:17]5[CH:22]=[C:21]([Cl:23])[C:20]([Cl:24])=[C:19]([Cl:25])[CH:18]=5)([C:13]([F:15])([F:14])[F:16])[O:10][N:9]=4)=[CH:5][CH:4]=3)([C:35]#[N:36])[CH2:27]2)=[O:31])[CH2:34][CH2:33]1, predict the reactants needed to synthesize it. The reactants are: Br[C:2]1[CH:7]=[C:6]([C:8]2[CH2:12][C:11]([C:17]3[CH:22]=[C:21]([Cl:23])[C:20]([Cl:24])=[C:19]([Cl:25])[CH:18]=3)([C:13]([F:16])([F:15])[F:14])[O:10][N:9]=2)[CH:5]=[CH:4][C:3]=1[C:26]1([C:35]#[N:36])[CH2:29][N:28]([C:30]([CH:32]2[CH2:34][CH2:33]2)=[O:31])[CH2:27]1.C(O)(=O)C. (6) Given the product [CH:14]1([NH:19][C:20]2[CH:25]=[CH:24][C:23]([C:26]([OH:31])([C:8]#[C:7][C:1]3[CH:6]=[CH:5][CH:4]=[CH:3][CH:2]=3)[C:27]([F:29])([F:30])[F:28])=[CH:22][CH:21]=2)[CH2:15][CH2:16][CH2:17][CH2:18]1, predict the reactants needed to synthesize it. The reactants are: [C:1]1([C:7]#[CH:8])[CH:6]=[CH:5][CH:4]=[CH:3][CH:2]=1.C([Li])CCC.[CH:14]1([NH:19][C:20]2[CH:25]=[CH:24][C:23]([C:26](=[O:31])[C:27]([F:30])([F:29])[F:28])=[CH:22][CH:21]=2)[CH2:18][CH2:17][CH2:16][CH2:15]1. (7) Given the product [CH2:1]([O:3][C:4]1[C:28]([C:29]([F:31])([F:32])[F:30])=[CH:27][C:7]2[NH:8][C:9](=[O:26])[CH2:10][C:11]([C:13]3[CH:18]=[CH:17][CH:16]=[C:15]([N:19]4[C:23]([CH2:24][NH:40][CH2:39][C:38]([F:42])([F:41])[F:37])=[CH:22][N:21]=[N:20]4)[CH:14]=3)=[N:12][C:6]=2[CH:5]=1)[CH3:2], predict the reactants needed to synthesize it. The reactants are: [CH2:1]([O:3][C:4]1[C:28]([C:29]([F:32])([F:31])[F:30])=[CH:27][C:7]2[NH:8][C:9](=[O:26])[CH2:10][C:11]([C:13]3[CH:18]=[CH:17][CH:16]=[C:15]([N:19]4[C:23]([CH2:24]O)=[CH:22][N:21]=[N:20]4)[CH:14]=3)=[N:12][C:6]=2[CH:5]=1)[CH3:2].O=S(Cl)Cl.[F:37][C:38]([F:42])([F:41])[CH2:39][NH2:40]. (8) Given the product [CH2:34]([O:36][C:37](=[O:64])[CH2:38][N:39]1[C:47]2[CH2:46][CH2:45][CH2:44][C@@H:43]([N:48]([S:50]([C:53]3[CH:58]=[C:57]([C:59]([F:60])([F:61])[F:62])[CH:56]=[C:55]([S:17]([CH2:20][CH3:21])(=[O:19])=[O:18])[CH:54]=3)(=[O:52])=[O:51])[CH3:49])[C:42]=2[CH:41]=[N:40]1)[CH3:35], predict the reactants needed to synthesize it. The reactants are: C(OC(=O)CN1C2CCC[C@@H](N([S:17]([C:20]3C=C(C(F)(F)F)C=C(SCC)[CH:21]=3)(=[O:19])=[O:18])C)C=2C=N1)C.[CH2:34]([O:36][C:37](=[O:64])[CH2:38][N:39]1[C:47]2[CH2:46][CH2:45][CH2:44][C@@H:43]([N:48]([S:50]([C:53]3[CH:58]=[C:57]([C:59]([F:62])([F:61])[F:60])[CH:56]=[C:55](F)[CH:54]=3)(=[O:52])=[O:51])[CH3:49])[C:42]=2[CH:41]=[N:40]1)[CH3:35].